From a dataset of Human Reference Interactome with 51,813 positive PPI pairs across 8,248 proteins, plus equal number of experimentally-validated negative pairs. Binary Classification. Given two protein amino acid sequences, predict whether they physically interact or not. (1) Protein 1 (ENSG00000156973) has sequence MSAKDERAREILRGFKLNWMNLRDAETGKILWQGTEDLSVPGVEHEARVPKKILKCKAVSRELNFSSTEQMEKFRLEQKVYFKGQCLEEWFFEFGFVIPNSTNTWQSLIEAAPESQMMPASVLTGNVIIETKFFDDDLLVSTSRVRLFYV*MSAKDERAREILRGFKLNWMNLRDAETGKILWQGTEDLSVPGVEHEARVPKKILKCKAVSRELNFSSTEQMEKFRLEQKVYFKGQCLEVGTLS*MNLRDAETGKILWQGTEDLSVPGVEHEARVPKKILKCKAVSRELNFSSTEQMEKF.... Protein 2 (ENSG00000171540) has sequence MLSHADLLDARLGMKDAAELLGHREAVKCRLGVGGSDPGGHPGDLAPNSDPVEGATLLPGEDITTVGSTPASLAVSAKDPDKQPGPQGGPNPSQAGQQQGQQKQKRHRTRFTPAQLNELERSFAKTHYPDIFMREELALRIGLTESRVQVWFQNRRAKWKKRKKTTNVFRAPGTLLPTPGLPQFPSAAAAAAAAMGDSLCSFHANDTRWAAAAMPGVSQLPLPPALGRQQAMAQSLSQCSLAAGPPPNSMGLSNSLAGSNGAGLQSHLYQPAFPGMVPASLPGPSNVSGSPQLCSSPDSS.... Result: 1 (the proteins interact). (2) Protein 1 (ENSG00000185905) has sequence MPLTPEPPSGRVEGPPAWEAAPWPSLPCGPCIPIMLVLATLAALFILTTAVLAERLFRRALRPDPSHRAPTLVWRPGGELWIEPMGTARERSEDWYGSAVPLLTDRAPEPPTQVGTLEARATAPPAPSAPNSAPSNLGPQTVLEVPARSTFWGPQPWEGRPPATGLVSWAEPEQRPEASVQFGSPQARRQRPGSPDPEWGLQPRVTLEQISAFWKREGRTSVGF*. Protein 2 (ENSG00000105568) has sequence MAAADGDDSLYPIAVLIDELRNEDVQLRLNSIKKLSTIALALGVERTRSELLPFLTDTIYDEDEVLLALAEQLGTFTTLVGGPEYVHCLLPPLESLATVEETVVRDKAVESLRAISHEHSPSDLEAHFVPLVKRLAGGDWFTSRTSACGLFSVCYPRVSSAVKAELRQYFRNLCSDDTPMVRRAAASKLGEFAKVLELDNVKSEIIPMFSNLASDEQDSVRLLAVEACVNIAQLLPQEDLEALVMPTLRQAAEDKSWRVRYMVADKFTELQKAVGPEITKTDLVPAFQNLMKDCEAEVRA.... Result: 0 (the proteins do not interact).